Dataset: Catalyst prediction with 721,799 reactions and 888 catalyst types from USPTO. Task: Predict which catalyst facilitates the given reaction. Reactant: [S:1]1[C:5]([C:6]2[N:14]3[C:9]([CH:10]=[CH:11][CH:12]=[CH:13]3)=[CH:8][C:7]=2[CH2:15][OH:16])=[CH:4][N:3]=[CH:2]1. Product: [S:1]1[C:5]([C:6]2[N:14]3[C:9]([CH:10]=[CH:11][CH:12]=[CH:13]3)=[CH:8][C:7]=2[CH:15]=[O:16])=[CH:4][N:3]=[CH:2]1. The catalyst class is: 697.